The task is: Binary Classification. Given a T-cell receptor sequence (or CDR3 region) and an epitope sequence, predict whether binding occurs between them.. This data is from TCR-epitope binding with 47,182 pairs between 192 epitopes and 23,139 TCRs. The epitope is KRWIIMGLNK. The TCR CDR3 sequence is CASSQDSGSSGNTIYF. Result: 0 (the TCR does not bind to the epitope).